From a dataset of Forward reaction prediction with 1.9M reactions from USPTO patents (1976-2016). Predict the product of the given reaction. (1) Given the reactants C(OC(=O)[NH:7][C@H:8]([C:13]([N:15]1[CH2:19][C:18]([F:21])([F:20])[C:17]([F:23])([F:22])[CH2:16]1)=[O:14])[C@@H:9]([CH3:12])[CH2:10][CH3:11])(C)(C)C.[ClH:25], predict the reaction product. The product is: [ClH:25].[NH2:7][C@@H:8]([C@@H:9]([CH3:12])[CH2:10][CH3:11])[C:13]([N:15]1[CH2:19][C:18]([F:20])([F:21])[C:17]([F:23])([F:22])[CH2:16]1)=[O:14]. (2) Given the reactants [Cl:1][C:2]1[CH:3]=[C:4]([NH:9][C:10]2[C:15]3=[C:16]([CH2:19][N:20]4[CH2:25][CH2:24][CH:23]([NH:26][C:27](=[O:33])[O:28][C:29]([CH3:32])([CH3:31])[CH3:30])[CH2:22][CH2:21]4)[CH:17]=[CH:18][N:14]3[N:13]=[CH:12][N:11]=2)[CH:5]=[CH:6][C:7]=1[OH:8].C1(P(C2C=CC=CC=2)C2C=CC=CC=2)C=CC=CC=1.O[CH2:54][C:55]1[CH:60]=[CH:59][N:58]=[CH:57][CH:56]=1.N(C(OCC)=O)=NC(OCC)=O, predict the reaction product. The product is: [Cl:1][C:2]1[CH:3]=[C:4]([NH:9][C:10]2[C:15]3=[C:16]([CH2:19][N:20]4[CH2:21][CH2:22][CH:23]([NH:26][C:27](=[O:33])[O:28][C:29]([CH3:30])([CH3:32])[CH3:31])[CH2:24][CH2:25]4)[CH:17]=[CH:18][N:14]3[N:13]=[CH:12][N:11]=2)[CH:5]=[CH:6][C:7]=1[O:8][CH2:54][C:55]1[CH:60]=[CH:59][N:58]=[CH:57][CH:56]=1. (3) Given the reactants C1C2C(COC([NH:18][C@@H:19]([C:23]([O:25][C@H:26](/[CH:61]=[CH:62]/[CH2:63][CH2:64][S:65][C:66]([C:79]3[CH:84]=[CH:83][CH:82]=[CH:81][CH:80]=3)([C:73]3[CH:78]=[CH:77][CH:76]=[CH:75][CH:74]=3)[C:67]3[CH:72]=[CH:71][CH:70]=[CH:69][CH:68]=3)[CH2:27][C:28]([NH:30][CH2:31][C:32]3[CH:37]=[CH:36][CH:35]=[C:34]([CH2:38][N:39]([CH2:50][C:51]4[C:60]5[C:55](=[CH:56][CH:57]=[CH:58][CH:59]=5)[CH:54]=[CH:53][CH:52]=4)[CH2:40][C:41](=[O:49])[O:42]CC[Si](C)(C)C)[N:33]=3)=[O:29])=[O:24])[CH:20]([CH3:22])[CH3:21])=O)C3C(=CC=CC=3)C=2C=CC=1.CCCC[N+](CCCC)(CCCC)CCCC.[F-], predict the reaction product. The product is: [NH2:18][C@H:19]([C:23]([O:25][C@H:26](/[CH:61]=[CH:62]/[CH2:63][CH2:64][S:65][C:66]([C:79]1[CH:80]=[CH:81][CH:82]=[CH:83][CH:84]=1)([C:67]1[CH:72]=[CH:71][CH:70]=[CH:69][CH:68]=1)[C:73]1[CH:74]=[CH:75][CH:76]=[CH:77][CH:78]=1)[CH2:27][C:28]([NH:30][CH2:31][C:32]1[N:33]=[C:34]([CH2:38][N:39]([CH2:50][C:51]2[C:60]3[C:55](=[CH:56][CH:57]=[CH:58][CH:59]=3)[CH:54]=[CH:53][CH:52]=2)[CH2:40][C:41]([OH:49])=[O:42])[CH:35]=[CH:36][CH:37]=1)=[O:29])=[O:24])[CH:20]([CH3:21])[CH3:22].